Dataset: CYP3A4 inhibition data for predicting drug metabolism from PubChem BioAssay. Task: Regression/Classification. Given a drug SMILES string, predict its absorption, distribution, metabolism, or excretion properties. Task type varies by dataset: regression for continuous measurements (e.g., permeability, clearance, half-life) or binary classification for categorical outcomes (e.g., BBB penetration, CYP inhibition). Dataset: cyp3a4_veith. (1) The compound is Nc1nc(N)nc(CCCc2nc(N)nc(N)n2)n1. The result is 0 (non-inhibitor). (2) The drug is COc1ccccc1CN1CCC2(CC1)CCN(C(C)=O)CC2. The result is 0 (non-inhibitor).